Dataset: Full USPTO retrosynthesis dataset with 1.9M reactions from patents (1976-2016). Task: Predict the reactants needed to synthesize the given product. (1) Given the product [C:38]([O:37][C:35]([N:31]1[CH2:32][CH2:33][CH2:34][C@@H:29]([N:18]([C:19]2[N:20]=[CH:21][CH:22]=[C:23]3[CH:27]=[CH:26][N:25]([CH3:28])[C:24]=23)[C:16]([C:15]2[CH:42]=[CH:43][C:12]([C:7]3[CH:8]=[N:9][N:10]([CH3:11])[C:6]=3[C:4]([OH:5])=[O:3])=[CH:13][CH:14]=2)=[O:17])[CH2:30]1)=[O:36])([CH3:41])([CH3:40])[CH3:39], predict the reactants needed to synthesize it. The reactants are: C([O:3][C:4]([C:6]1[N:10]([CH3:11])[N:9]=[CH:8][C:7]=1[C:12]1[CH:43]=[CH:42][C:15]([C:16]([N:18]([C@@H:29]2[CH2:34][CH2:33][CH2:32][N:31]([C:35]([O:37][C:38]([CH3:41])([CH3:40])[CH3:39])=[O:36])[CH2:30]2)[C:19]2[N:20]=[CH:21][CH:22]=[C:23]3[CH:27]=[CH:26][N:25]([CH3:28])[C:24]=23)=[O:17])=[CH:14][CH:13]=1)=[O:5])C.[OH-].[Na+]. (2) Given the product [CH2:30]([O:37][CH2:38][CH2:39][C@@H:40]1[C:44]2[NH:45][C:46]([C:66]3[CH:67]=[CH:68][CH:69]=[C:70]4[C:65]=3[N:64]=[C:63]([NH:62][C:58]([CH3:59])([CH3:60])[CH3:61])[N:72]([CH3:73])[C:71]4=[O:74])=[CH:47][C:43]=2[C:42](=[O:57])[NH:41]1)[C:31]1[CH:32]=[CH:33][CH:34]=[CH:35][CH:36]=1, predict the reactants needed to synthesize it. The reactants are: C(C1C=CC(C2C=CC=CC=2)=C(C(C)C)C=1C(C)C)(C)C.[O-]P([O-])([O-])=O.[K+].[K+].[K+].[CH2:30]([O:37][CH2:38][CH2:39][C@@H:40]1[C:44]2[NH:45][C:46](B3OC(C)(C)C(C)(C)O3)=[CH:47][C:43]=2[C:42](=[O:57])[NH:41]1)[C:31]1[CH:36]=[CH:35][CH:34]=[CH:33][CH:32]=1.[C:58]([NH:62][C:63]1[N:72]([CH3:73])[C:71](=[O:74])[C:70]2[C:65](=[C:66](I)[CH:67]=[CH:68][CH:69]=2)[N:64]=1)([CH3:61])([CH3:60])[CH3:59].[OH-].[Na+].